Task: Predict the product of the given reaction.. Dataset: Forward reaction prediction with 1.9M reactions from USPTO patents (1976-2016) (1) The product is: [CH3:9][C:5]1[C:6]([CH3:8])=[CH:7][C:2]([NH:13][CH2:14][CH2:15][O:16][CH2:17][CH2:18][CH2:19][C:20]([O:22][C:23]([CH3:26])([CH3:25])[CH3:24])=[O:21])=[C:3]([N+:10]([O-:12])=[O:11])[CH:4]=1. Given the reactants Br[C:2]1[CH:7]=[C:6]([CH3:8])[C:5]([CH3:9])=[CH:4][C:3]=1[N+:10]([O-:12])=[O:11].[NH2:13][CH2:14][CH2:15][O:16][CH2:17][CH2:18][CH2:19][C:20]([O:22][C:23]([CH3:26])([CH3:25])[CH3:24])=[O:21], predict the reaction product. (2) Given the reactants [Br:1][C:2]1[CH:3]=[C:4]2[C:9](=[CH:10][CH:11]=1)[C:8](Cl)=[N:7][N:6]=[CH:5]2.[CH3:13][N:14](C=O)[CH3:15], predict the reaction product. The product is: [Br:1][C:2]1[CH:3]=[C:4]2[C:9](=[CH:10][CH:11]=1)[C:8]([N:14]([CH3:15])[CH3:13])=[N:7][N:6]=[CH:5]2. (3) Given the reactants [Cl:1][C:2]1[CH:3]=[CH:4][C:5]([O:10][CH2:11][C@@H:12]([F:34])[CH2:13][O:14]C(C2C=CC=CC=2)(C2C=CC=CC=2)C2C=CC=CC=2)=[C:6]([CH:9]=1)[C:7]#[N:8].C1(C)C(CO)=CC=CC=1.S(=O)(=O)(O)O.[OH-].[Na+], predict the reaction product. The product is: [Cl:1][C:2]1[CH:3]=[CH:4][C:5]([O:10][CH2:11][C@@H:12]([F:34])[CH2:13][OH:14])=[C:6]([CH:9]=1)[C:7]#[N:8].